From a dataset of Full USPTO retrosynthesis dataset with 1.9M reactions from patents (1976-2016). Predict the reactants needed to synthesize the given product. (1) Given the product [CH3:1][S:2]([C:5]1[S:13][C:12]2[C:7](=[N:8][CH:9]=[CH:10][C:11]=2[O:14][C:15]2[CH:20]=[CH:19][C:18]([NH:21][C:33]([NH:32][C:30](=[O:31])[CH2:29][C:23]3[CH:24]=[CH:25][CH:26]=[CH:27][CH:28]=3)=[S:34])=[CH:17][C:16]=2[F:22])[CH:6]=1)(=[O:3])=[O:4], predict the reactants needed to synthesize it. The reactants are: [CH3:1][S:2]([C:5]1[S:13][C:12]2[C:7](=[N:8][CH:9]=[CH:10][C:11]=2[O:14][C:15]2[CH:20]=[CH:19][C:18]([NH2:21])=[CH:17][C:16]=2[F:22])[CH:6]=1)(=[O:4])=[O:3].[C:23]1([CH2:29][C:30]([N:32]=[C:33]=[S:34])=[O:31])[CH:28]=[CH:27][CH:26]=[CH:25][CH:24]=1. (2) Given the product [Cl:21][C:4]1[CH:5]=[C:6]([C:8]([F:20])([C:16]([F:19])([F:17])[F:18])[C:9]([F:14])([F:15])[C:10]([F:12])([F:13])[F:11])[CH:7]=[C:2]([Cl:1])[C:3]=1[N:22]1[CH:26]=[C:25]([C:27]2[CH:32]=[CH:31][C:30]([C:37]#[N:38])=[C:29]([N+:34]([O-:36])=[O:35])[CH:28]=2)[N:24]=[N:23]1, predict the reactants needed to synthesize it. The reactants are: [Cl:1][C:2]1[CH:7]=[C:6]([C:8]([F:20])([C:16]([F:19])([F:18])[F:17])[C:9]([F:15])([F:14])[C:10]([F:13])([F:12])[F:11])[CH:5]=[C:4]([Cl:21])[C:3]=1[N:22]1[CH:26]=[C:25]([C:27]2[CH:32]=[CH:31][C:30](F)=[C:29]([N+:34]([O-:36])=[O:35])[CH:28]=2)[N:24]=[N:23]1.[C-:37]#[N:38].[Na+].O.C(OCC)(=O)C.